Dataset: NCI-60 drug combinations with 297,098 pairs across 59 cell lines. Task: Regression. Given two drug SMILES strings and cell line genomic features, predict the synergy score measuring deviation from expected non-interaction effect. (1) Drug 1: C1=NC(=NC(=O)N1C2C(C(C(O2)CO)O)O)N. Drug 2: CNC(=O)C1=NC=CC(=C1)OC2=CC=C(C=C2)NC(=O)NC3=CC(=C(C=C3)Cl)C(F)(F)F. Cell line: SW-620. Synergy scores: CSS=14.9, Synergy_ZIP=-3.57, Synergy_Bliss=-0.951, Synergy_Loewe=-27.5, Synergy_HSA=-6.32. (2) Drug 2: CN(C(=O)NC(C=O)C(C(C(CO)O)O)O)N=O. Synergy scores: CSS=9.55, Synergy_ZIP=-6.23, Synergy_Bliss=0.560, Synergy_Loewe=-21.8, Synergy_HSA=-1.94. Cell line: 786-0. Drug 1: C1=NC(=NC(=O)N1C2C(C(C(O2)CO)O)O)N. (3) Drug 2: CC12CCC3C(C1CCC2OP(=O)(O)O)CCC4=C3C=CC(=C4)OC(=O)N(CCCl)CCCl.[Na+]. Cell line: SF-268. Synergy scores: CSS=25.9, Synergy_ZIP=-4.58, Synergy_Bliss=-1.26, Synergy_Loewe=-30.6, Synergy_HSA=0.388. Drug 1: C1=NC(=NC(=O)N1C2C(C(C(O2)CO)O)O)N. (4) Drug 1: CS(=O)(=O)OCCCCOS(=O)(=O)C. Drug 2: CC(C)(C#N)C1=CC(=CC(=C1)CN2C=NC=N2)C(C)(C)C#N. Cell line: CAKI-1. Synergy scores: CSS=-2.15, Synergy_ZIP=1.20, Synergy_Bliss=1.49, Synergy_Loewe=-0.963, Synergy_HSA=-1.84.